Dataset: Full USPTO retrosynthesis dataset with 1.9M reactions from patents (1976-2016). Task: Predict the reactants needed to synthesize the given product. (1) Given the product [F:1][C:2]1[CH:7]=[CH:6][C:5]([CH:8]2[CH2:17][CH2:16][C:11]3([O:12][CH2:13][CH2:14][O:15]3)[CH2:10][CH2:9]2)=[CH:4][CH:3]=1, predict the reactants needed to synthesize it. The reactants are: [F:1][C:2]1[CH:7]=[CH:6][C:5]([C:8]2[CH2:17][CH2:16][C:11]3([O:15][CH2:14][CH2:13][O:12]3)[CH2:10][CH:9]=2)=[CH:4][CH:3]=1.[H][H]. (2) Given the product [F:24][C:2]([F:1])([F:23])[C:3]1[CH:18]=[C:17]([C:19]([F:22])([F:21])[F:20])[CH:16]=[CH:15][C:4]=1[CH2:5][N:6]1[CH2:12][CH2:11][CH2:10][CH:9](/[CH:13]=[C:33]2/[C:29]([NH:28][CH2:27][C:26]([OH:25])([CH3:36])[CH3:35])=[N:30][C:31](=[O:34])[S:32]/2)[CH2:8][CH2:7]1, predict the reactants needed to synthesize it. The reactants are: [F:1][C:2]([F:24])([F:23])[C:3]1[CH:18]=[C:17]([C:19]([F:22])([F:21])[F:20])[CH:16]=[CH:15][C:4]=1[CH2:5][N:6]1[CH2:12][CH2:11][CH2:10][CH:9]([CH:13]=O)[CH2:8][CH2:7]1.[OH:25][C:26]([CH3:36])([CH3:35])[CH2:27][NH:28][C:29]1[CH2:33][S:32][C:31](=[O:34])[N:30]=1.C([O-])(=O)C.[NH2+]1CCCCC1. (3) The reactants are: [F:1][C:2]1[CH:7]=[CH:6][C:5]([C:8]2[CH:13]=[CH:12][N:11]=[CH:10][C:9]=2[NH:14][CH2:15][C:16](=[O:19])[CH2:17][CH3:18])=[C:4]([O:20][CH3:21])[CH:3]=1.[F:22][C:23]([F:38])([F:37])[C:24]1[CH:25]=[C:26]([CH:30]=[C:31]([C:33]([F:36])([F:35])[F:34])[N:32]=1)[C:27](O)=[O:28]. Given the product [F:1][C:2]1[CH:7]=[CH:6][C:5]([C:8]2[CH:13]=[CH:12][N:11]=[CH:10][C:9]=2[N:14]([CH2:15][C:16](=[O:19])[CH2:17][CH3:18])[C:27](=[O:28])[C:26]2[CH:30]=[C:31]([C:33]([F:34])([F:35])[F:36])[N:32]=[C:24]([C:23]([F:38])([F:22])[F:37])[CH:25]=2)=[C:4]([O:20][CH3:21])[CH:3]=1, predict the reactants needed to synthesize it. (4) Given the product [ClH:32].[F:31][C:2]([F:1])([F:30])[C:3]1[CH:4]=[CH:5][C:6]([O:7][C:8]2[CH:9]=[C:10]([CH:25]=[CH:26][CH:27]=2)[CH:11]=[C:12]2[CH2:17][CH2:16][NH:15][CH2:14][CH2:13]2)=[CH:28][CH:29]=1, predict the reactants needed to synthesize it. The reactants are: [F:1][C:2]([F:31])([F:30])[C:3]1[CH:29]=[CH:28][C:6]([O:7][C:8]2[CH:9]=[C:10]([CH:25]=[CH:26][CH:27]=2)[CH:11]=[C:12]2[CH2:17][CH2:16][N:15](C(OC(C)(C)C)=O)[CH2:14][CH2:13]2)=[CH:5][CH:4]=1.[ClH:32].O1CCOCC1. (5) Given the product [CH2:1]([O:8][C:9]([N:11]1[CH2:15][CH2:14][CH2:13][C@H:12]1[C:16](=[O:32])[NH:17][C:18]1[S:19][C:20]([C:23]2[CH:28]=[CH:27][C:26]([C:29](=[O:30])[NH:62][CH:57]3[CH2:61][CH2:60][CH2:59][CH2:58]3)=[CH:25][CH:24]=2)=[CH:21][N:22]=1)=[O:10])[C:2]1[CH:7]=[CH:6][CH:5]=[CH:4][CH:3]=1, predict the reactants needed to synthesize it. The reactants are: [CH2:1]([O:8][C:9]([N:11]1[CH2:15][CH2:14][CH2:13][C@H:12]1[C:16](=[O:32])[NH:17][C:18]1[S:19][C:20]([C:23]2[CH:28]=[CH:27][C:26]([C:29](O)=[O:30])=[CH:25][CH:24]=2)=[CH:21][N:22]=1)=[O:10])[C:2]1[CH:7]=[CH:6][CH:5]=[CH:4][CH:3]=1.CN(C(ON1N=NC2C=CC=NC1=2)=[N+](C)C)C.F[P-](F)(F)(F)(F)F.[CH:57]1([NH2:62])[CH2:61][CH2:60][CH2:59][CH2:58]1.